This data is from Full USPTO retrosynthesis dataset with 1.9M reactions from patents (1976-2016). The task is: Predict the reactants needed to synthesize the given product. (1) Given the product [ClH:1].[OH:2][CH:3]1[CH2:4][N:5]([C:7]2[N:12]=[CH:11][N:10]=[C:9]([N:13]3[C:17](=[O:18])[C:16]([N:19]4[CH:23]=[CH:22][N:21]=[N:20]4)=[CH:15][NH:14]3)[CH:8]=2)[CH2:6]1, predict the reactants needed to synthesize it. The reactants are: [ClH:1].[OH:2][CH:3]1[CH2:6][N:5]([C:7]2[N:12]=[CH:11][N:10]=[C:9]([N:13]3[C:17](=[O:18])[C:16]([N:19]4[CH:23]=[CH:22][N:21]=[N:20]4)=[CH:15][NH:14]3)[CH:8]=2)[CH2:4]1. (2) Given the product [CH:7]1([CH2:12][CH:13]([CH3:17])[CH2:14][CH:15]=[O:16])[CH2:11][CH2:10][CH2:9][CH2:8]1, predict the reactants needed to synthesize it. The reactants are: C([O-])(O)=O.[Na+].O.[CH:7]1([CH2:12][CH:13]([CH3:17])[CH2:14][CH2:15][OH:16])[CH2:11][CH2:10][CH2:9][CH2:8]1.[O-]Cl.[Na+].